Dataset: Reaction yield outcomes from USPTO patents with 853,638 reactions. Task: Predict the reaction yield, written as a fraction of the theoretical maximum amount of product (1.0 means a 100% yield; for example, 0.34 means a 34% yield). (1) The reactants are Cl.[N+:2]([C:5]1[CH:16]=[CH:15][C:8]([O:9][CH:10]([CH3:14])[C:11]([OH:13])=[O:12])=[CH:7][CH:6]=1)([O-:4])=[O:3].[CH2:17](O)[CH2:18][OH:19]. The catalyst is O. The product is [OH:19][CH2:18][CH2:17][O:12][C:11](=[O:13])[CH:10]([O:9][C:8]1[CH:7]=[CH:6][C:5]([N+:2]([O-:4])=[O:3])=[CH:16][CH:15]=1)[CH3:14]. The yield is 0.568. (2) The reactants are [CH3:1][C:2]([C:4]1[CH:9]=[CH:8][C:7]([F:10])=[CH:6][C:5]=1[O:11][CH3:12])=O.[C:13]([CH2:15][C:16]([O:18][CH3:19])=[O:17])#[N:14].C(N)C1C=CC=CC=1.C(O)(=O)C. The catalyst is C1(C)C=CC=CC=1. The product is [CH3:19][O:18][C:16](=[O:17])[C:15]([C:13]#[N:14])=[C:2]([C:4]1[CH:9]=[CH:8][C:7]([F:10])=[CH:6][C:5]=1[O:11][CH3:12])[CH3:1]. The yield is 0.950.